This data is from Full USPTO retrosynthesis dataset with 1.9M reactions from patents (1976-2016). The task is: Predict the reactants needed to synthesize the given product. (1) Given the product [F:1][C:2]1[CH:3]=[C:4]([C:12]2[C:13]3[CH:20]([CH2:21][C:22]([NH:24][CH2:25][CH2:26][CH3:27])=[O:23])[CH2:19][CH2:18][C:14]=3[CH:15]=[N:16][CH:17]=2)[CH:5]=[CH:6][C:7]=1[C:8]([F:11])([F:9])[F:10], predict the reactants needed to synthesize it. The reactants are: [F:1][C:2]1[CH:3]=[C:4]([C:12]2[C:13]3[CH:20]([CH2:21][C:22]([NH:24][CH3:25])=[O:23])[CH2:19][CH2:18][C:14]=3[CH:15]=[N:16][CH:17]=2)[CH:5]=[CH:6][C:7]=1[C:8]([F:11])([F:10])[F:9].[CH2:26](N)[CH2:27]C. (2) Given the product [F:1][C:2]1[CH:3]=[CH:4][C:5]([C:8]2[N:9]=[N:10][N:11]([CH2:13][C@@H:14]([NH2:16])[CH3:15])[N:12]=2)=[CH:6][CH:7]=1, predict the reactants needed to synthesize it. The reactants are: [F:1][C:2]1[CH:7]=[CH:6][C:5]([C:8]2[N:9]=[N:10][N:11]([CH2:13][C@@H:14]([NH:16]C(=O)OC(C)(C)C)[CH3:15])[N:12]=2)=[CH:4][CH:3]=1.Cl.O1CCOCC1. (3) The reactants are: Br[C:2]1[CH:7]=[CH:6][C:5]([N:8]2[C:12]([CH2:13][C@@H:14]3[CH2:18][CH2:17][N:16]([C:19]([CH:21]4[CH2:23][CH2:22]4)=[O:20])[CH2:15]3)=[N:11][NH:10][C:9]2=[O:24])=[CH:4][CH:3]=1.[C:25]1(B(O)O)[C:34]2[C:29](=[CH:30][CH:31]=[CH:32][CH:33]=2)[CH:28]=[CH:27][CH:26]=1.C(=O)([O-])[O-].[K+].[K+]. Given the product [CH:21]1([C:19]([N:16]2[CH2:17][CH2:18][C@@H:14]([CH2:13][C:12]3[N:8]([C:5]4[CH:6]=[CH:7][C:2]([C:33]5[C:34]6[C:29](=[CH:28][CH:27]=[CH:26][CH:25]=6)[CH:30]=[CH:31][CH:32]=5)=[CH:3][CH:4]=4)[C:9](=[O:24])[NH:10][N:11]=3)[CH2:15]2)=[O:20])[CH2:23][CH2:22]1, predict the reactants needed to synthesize it. (4) Given the product [CH3:18][O:17][C:13]1[CH:12]=[C:11]([CH:16]=[CH:15][CH:14]=1)[CH2:10][C@@H:9]([C:19]([O:21][CH2:22][CH3:23])=[O:20])[NH2:8], predict the reactants needed to synthesize it. The reactants are: C1(C(C2C=CC=CC=2)=[N:8][C@H:9]([C:19]([O:21][CH2:22][CH3:23])=[O:20])[CH2:10][C:11]2[CH:16]=[CH:15][CH:14]=[C:13]([O:17][CH3:18])[CH:12]=2)C=CC=CC=1.Cl. (5) Given the product [CH:1]1([CH:7]([OH:31])[CH:8]([C:25]2[CH:26]=[CH:27][CH:28]=[CH:29][CH:30]=2)[CH2:9][CH2:10][N:11]2[CH2:12][CH2:13][N:14]([C:17]3[CH:22]=[CH:21][CH:20]=[CH:19][C:18]=3[O:23][CH3:24])[CH2:15][CH2:16]2)[CH2:6][CH2:5][CH2:4][CH2:3][CH2:2]1, predict the reactants needed to synthesize it. The reactants are: [CH:1]1([C:7](=[O:31])[CH:8]([C:25]2[CH:30]=[CH:29][CH:28]=[CH:27][CH:26]=2)[CH2:9][CH2:10][N:11]2[CH2:16][CH2:15][N:14]([C:17]3[CH:22]=[CH:21][CH:20]=[CH:19][C:18]=3[O:23][CH3:24])[CH2:13][CH2:12]2)[CH2:6][CH2:5][CH2:4][CH2:3][CH2:2]1.[H-].C([Al+]CC(C)C)C(C)C.